From a dataset of Full USPTO retrosynthesis dataset with 1.9M reactions from patents (1976-2016). Predict the reactants needed to synthesize the given product. (1) Given the product [NH2:1][C:2]1[N:3]=[CH:4][C:5]([C:18]2[CH:19]=[CH:20][C:21]([CH2:22][N:23]([CH3:45])[CH:24]3[CH2:29][CH2:28][NH:27][C@@H:26]([C:37]([O:39][CH:40]4[CH2:41][CH2:42][CH2:43][CH2:44]4)=[O:38])[CH2:25]3)=[CH:46][CH:47]=2)=[N:6][C:7]=1[NH:8][CH2:9][C:10]1[C:15]([Cl:16])=[CH:14][CH:13]=[CH:12][C:11]=1[Cl:17], predict the reactants needed to synthesize it. The reactants are: [NH2:1][C:2]1[N:3]=[CH:4][C:5]([C:18]2[CH:47]=[CH:46][C:21]([CH2:22][N:23]([CH3:45])[CH:24]3[CH2:29][CH2:28][N:27](C(OC(C)(C)C)=O)[C@@H:26]([C:37]([O:39][CH:40]4[CH2:44][CH2:43][CH2:42][CH2:41]4)=[O:38])[CH2:25]3)=[CH:20][CH:19]=2)=[N:6][C:7]=1[NH:8][CH2:9][C:10]1[C:15]([Cl:16])=[CH:14][CH:13]=[CH:12][C:11]=1[Cl:17]. (2) Given the product [OH:11][C@@H:10]1[C@@H:15]([CH2:14][OH:13])[O:16][CH2:17][C@H:8]([N:6]2[CH:7]=[C:2]([CH3:1])[C:3](=[O:25])[NH:4][C:5]2=[O:24])[CH2:9]1, predict the reactants needed to synthesize it. The reactants are: [CH3:1][C:2]1[C:3](=[O:25])[NH:4][C:5](=[O:24])[N:6]([C@H:8]2[CH2:17][O:16][C@H:15]3[C@@H:10]([O:11]C(C4C=CC=CC=4)[O:13][CH2:14]3)[CH2:9]2)[CH:7]=1.Cl. (3) Given the product [CH3:14][O:12][C:11]([C:9]1[N:8]=[CH:7][NH:6][C:10]=1[N+:1]([O-:4])=[O:2])=[O:13], predict the reactants needed to synthesize it. The reactants are: [N+:1]([O-:4])([O-])=[O:2].[NH4+].[NH:6]1[CH:10]=[C:9]([C:11]([OH:13])=[O:12])[N:8]=[CH:7]1.[CH3:14]O.N. (4) Given the product [CH2:16]([O:18][C:19]([N:21]1[C:30]2[C:25](=[CH:26][C:27]([C:31]([F:34])([F:32])[F:33])=[CH:28][CH:29]=2)[C@@H:24]([C@H:9]([C:4]2[CH:3]=[C:2]([Cl:1])[CH:7]=[C:6]([Cl:8])[CH:5]=2)[C:10]([O:12][CH3:13])=[O:11])[CH2:23][C@H:22]1[CH2:36][CH3:37])=[O:20])[CH3:17], predict the reactants needed to synthesize it. The reactants are: [Cl:1][C:2]1[CH:3]=[C:4]([CH2:9][C:10]([O:12][CH3:13])=[O:11])[CH:5]=[C:6]([Cl:8])[CH:7]=1.[H-].[Na+].[CH2:16]([O:18][C:19]([N:21]1[C:30]2[C:25](=[CH:26][C:27]([C:31]([F:34])([F:33])[F:32])=[CH:28][CH:29]=2)[CH:24](Br)[CH2:23][C@H:22]1[CH2:36][CH3:37])=[O:20])[CH3:17].O. (5) Given the product [CH:1]1([NH:7][CH2:9][Si:10]([O:13][CH2:14][CH3:15])([CH3:12])[CH3:11])[CH2:6][CH2:5][CH2:4][CH2:3][CH2:2]1, predict the reactants needed to synthesize it. The reactants are: [CH:1]1([NH2:7])[CH2:6][CH2:5][CH2:4][CH2:3][CH2:2]1.Cl[CH2:9][Si:10]([O:13][CH2:14][CH3:15])([CH3:12])[CH3:11].[Cl-]. (6) Given the product [C:18]([C:22]1[CH:27]=[CH:26][C:25]([S:28]([NH:31][C:32]2[CH:33]=[C:34]([OH:39])[C:35]([CH3:38])=[CH:36][C:37]=2[C:2]2([C:12]3[CH:17]=[CH:16][CH:15]=[CH:14][CH:13]=3)[C:10]3[C:5](=[CH:6][CH:7]=[CH:8][CH:9]=3)[NH:4][C:3]2=[O:11])(=[O:30])=[O:29])=[CH:24][CH:23]=1)([CH3:21])([CH3:20])[CH3:19], predict the reactants needed to synthesize it. The reactants are: O[C:2]1([C:12]2[CH:17]=[CH:16][CH:15]=[CH:14][CH:13]=2)[C:10]2[C:5](=[CH:6][CH:7]=[CH:8][CH:9]=2)[NH:4][C:3]1=[O:11].[C:18]([C:22]1[CH:27]=[CH:26][C:25]([S:28]([NH:31][C:32]2[CH:37]=[CH:36][C:35]([CH3:38])=[C:34]([OH:39])[CH:33]=2)(=[O:30])=[O:29])=[CH:24][CH:23]=1)([CH3:21])([CH3:20])[CH3:19].C1(C)C=CC(S(O)(=O)=O)=CC=1. (7) Given the product [Cl:1][C:2]1[N:7]=[C:6]([CH:8]([OH:9])[CH2:10][CH3:11])[CH:5]=[CH:4][CH:3]=1, predict the reactants needed to synthesize it. The reactants are: [Cl:1][C:2]1[N:7]=[C:6]([CH:8]=[O:9])[CH:5]=[CH:4][CH:3]=1.[CH2:10]([Mg]Br)[CH3:11].C(OCC)C. (8) Given the product [Cl:1][C:2]1[CH:3]=[C:4]([NH:8][C:9]([N:11]2[CH2:16][CH2:15][C:14]3[NH:17][N:18]=[C:19]([C:20]([N:22]([CH3:23])[O:24][CH:26]4[CH2:27][N:28]([C:30]([O:32][C:33]([CH3:36])([CH3:35])[CH3:34])=[O:31])[CH2:29]4)=[O:21])[C:13]=3[CH2:12]2)=[O:10])[CH:5]=[CH:6][CH:7]=1, predict the reactants needed to synthesize it. The reactants are: [Cl:1][C:2]1[CH:3]=[C:4]([NH:8][C:9]([N:11]2[CH2:16][CH2:15][C:14]3[NH:17][N:18]=[C:19]([C:20]([N:22]([OH:24])[CH3:23])=[O:21])[C:13]=3[CH2:12]2)=[O:10])[CH:5]=[CH:6][CH:7]=1.I[CH:26]1[CH2:29][N:28]([C:30]([O:32][C:33]([CH3:36])([CH3:35])[CH3:34])=[O:31])[CH2:27]1.C([O-])([O-])=O.[Cs+].[Cs+].